This data is from Catalyst prediction with 721,799 reactions and 888 catalyst types from USPTO. The task is: Predict which catalyst facilitates the given reaction. (1) Reactant: [Br:1][C:2]1[CH:6]=[N:5][N:4]([CH3:7])[C:3]=1[C:8]1[CH:9]=[C:10]([NH:15][C:16]([NH:18][C:19]2[CH:24]=[CH:23][C:22]([Cl:25])=[CH:21][CH:20]=2)=[O:17])[CH:11]=[CH:12][C:13]=1[OH:14].O[CH2:27][CH2:28][C:29]1[CH:34]=[CH:33][N:32]=[CH:31][CH:30]=1.C1(P(C2C=CC=CC=2)C2C=CC=CC=2)C=CC=CC=1.CC(OC(/N=N/C(OC(C)C)=O)=O)C. Product: [Br:1][C:2]1[CH:6]=[N:5][N:4]([CH3:7])[C:3]=1[C:8]1[CH:9]=[C:10]([NH:15][C:16]([NH:18][C:19]2[CH:20]=[CH:21][C:22]([Cl:25])=[CH:23][CH:24]=2)=[O:17])[CH:11]=[CH:12][C:13]=1[O:14][CH2:27][CH2:28][C:29]1[CH:34]=[CH:33][N:32]=[CH:31][CH:30]=1. The catalyst class is: 1. (2) Reactant: [C:1]([O:5][C:6]([N:8]1[CH2:22][C@@H:21]([CH3:23])[N:11]2[C:12]3[CH:13]=[C:14]([CH3:20])[C:15](Br)=[CH:16][C:17]=3[CH:18]=[C:10]2[CH2:9]1)=[O:7])([CH3:4])([CH3:3])[CH3:2]. Product: [C:1]([O:5][C:6]([N:8]1[CH2:22][C@@H:21]([CH3:23])[N:11]2[C:12]3[CH:13]=[C:14]([CH3:20])[CH:15]=[CH:16][C:17]=3[CH:18]=[C:10]2[CH2:9]1)=[O:7])([CH3:4])([CH3:2])[CH3:3]. The catalyst class is: 29. (3) Reactant: [NH:1]1[C:5]2[CH:6]=[CH:7][CH:8]=[CH:9][C:4]=2[N:3]=[C:2]1[C@H:10]1[CH2:15][CH2:14][CH2:13][C@@H:12]([NH:16][C:17](=[O:25])[C:18]2[CH:23]=[CH:22][C:21](Cl)=[N:20][CH:19]=2)[CH2:11]1.[CH3:26][O:27][CH2:28][CH2:29][NH2:30]. Product: [NH:1]1[C:5]2[CH:6]=[CH:7][CH:8]=[CH:9][C:4]=2[N:3]=[C:2]1[C@H:10]1[CH2:15][CH2:14][CH2:13][C@@H:12]([NH:16][C:17](=[O:25])[C:18]2[CH:23]=[CH:22][C:21]([NH:30][CH2:29][CH2:28][O:27][CH3:26])=[N:20][CH:19]=2)[CH2:11]1. The catalyst class is: 37. (4) Reactant: C([O:5][C:6](=[O:39])[CH2:7][O:8][CH2:9][C:10]1([CH2:14][O:15][C:16]2[C:17]3[C:24]([C:25]4[CH:30]=[CH:29][C:28]([O:31][CH3:32])=[CH:27][CH:26]=4)=[C:23]([C:33]4[CH:38]=[CH:37][CH:36]=[CH:35][CH:34]=4)[O:22][C:18]=3[N:19]=[CH:20][N:21]=2)[CH2:13][CH2:12][CH2:11]1)(C)(C)C.Cl. Product: [CH3:32][O:31][C:28]1[CH:29]=[CH:30][C:25]([C:24]2[C:17]3[C:16]([O:15][CH2:14][C:10]4([CH2:9][O:8][CH2:7][C:6]([OH:39])=[O:5])[CH2:11][CH2:12][CH2:13]4)=[N:21][CH:20]=[N:19][C:18]=3[O:22][C:23]=2[C:33]2[CH:38]=[CH:37][CH:36]=[CH:35][CH:34]=2)=[CH:26][CH:27]=1. The catalyst class is: 12. (5) Reactant: [CH2:1]1[C:10]2[C:5](=[CH:6][CH:7]=[CH:8][CH:9]=2)[CH2:4][CH2:3][N:2]1[CH2:11][CH:12]([OH:34])[CH2:13][NH:14][C:15](=[O:33])[CH2:16][O:17][C:18]1[CH:19]=[C:20]2[C:24](=[CH:25][CH:26]=1)[N:23]([CH:27]1[CH2:32][CH2:31][NH:30][CH2:29][CH2:28]1)[N:22]=[CH:21]2.[CH2:35](N(CC)CC)C.C=O.[BH3-]C#N.[Na+]. Product: [CH2:1]1[C:10]2[C:5](=[CH:6][CH:7]=[CH:8][CH:9]=2)[CH2:4][CH2:3][N:2]1[CH2:11][CH:12]([OH:34])[CH2:13][NH:14][C:15](=[O:33])[CH2:16][O:17][C:18]1[CH:19]=[C:20]2[C:24](=[CH:25][CH:26]=1)[N:23]([CH:27]1[CH2:32][CH2:31][N:30]([CH3:35])[CH2:29][CH2:28]1)[N:22]=[CH:21]2. The catalyst class is: 5. (6) Reactant: [CH3:1][C:2]1([CH3:17])[C:7](=[O:8])[NH:6][C:5]2[CH:9]=[C:10]([C:13](OC)=[O:14])[CH:11]=[CH:12][C:4]=2[O:3]1.[H-].C([Al+]CC(C)C)C(C)C.Cl. Product: [OH:14][CH2:13][C:10]1[CH:11]=[CH:12][C:4]2[O:3][C:2]([CH3:17])([CH3:1])[C:7](=[O:8])[NH:6][C:5]=2[CH:9]=1. The catalyst class is: 7. (7) Reactant: Cl.Cl.[F:3][C:4]1[CH:12]=[CH:11][C:10]2[C:6](=[CH:7][N:8]([CH3:13])[N:9]=2)[C:5]=1[C@@H:14]1[CH2:16][C@H:15]1[CH2:17][NH2:18].C(N(CC)CC)C.[C:26](OC(=O)C)(=[O:28])[CH3:27]. The catalyst class is: 685. Product: [F:3][C:4]1[CH:12]=[CH:11][C:10]2[C:6](=[CH:7][N:8]([CH3:13])[N:9]=2)[C:5]=1[C@@H:14]1[CH2:16][C@H:15]1[CH2:17][NH:18][C:26](=[O:28])[CH3:27]. (8) Reactant: [CH3:1][O:2][C:3](=[O:19])[CH2:4]P(OCC(F)(F)F)(OCC(F)(F)F)=O.C[Si]([N-][Si](C)(C)C)(C)C.[K+].[Br:30][C:31]1[CH:32]=[C:33]([CH:36]=O)[S:34][CH:35]=1.[NH4+].[Cl-]. Product: [CH3:1][O:2][C:3](=[O:19])[CH:4]=[CH:36][C:33]1[S:34][CH:35]=[C:31]([Br:30])[CH:32]=1. The catalyst class is: 387. (9) Reactant: Cl[C:2]1C=CC=C(C(OO)=O)[CH:3]=1.C(S[C:15]1[CH:20]=[C:19]([C:21]([F:24])([F:23])[F:22])[CH:18]=[CH:17][C:16]=1[C:25]1[NH:37][C:28]2=[N:29][CH:30]=[C:31]([C:33]([F:36])([F:35])[F:34])[CH:32]=[C:27]2[N:26]=1)C.C(=O)([O-])O.[Na+].[S:43]([O-:47])([O-])(=[O:45])=S.[Na+].[Na+]. Product: [CH2:2]([S:43]([C:15]1[CH:20]=[C:19]([C:21]([F:22])([F:23])[F:24])[CH:18]=[CH:17][C:16]=1[C:25]1[NH:37][C:28]2=[N:29][CH:30]=[C:31]([C:33]([F:36])([F:34])[F:35])[CH:32]=[C:27]2[N:26]=1)(=[O:47])=[O:45])[CH3:3]. The catalyst class is: 22. (10) Reactant: [C:1]([O:5][C:6]([N:8]1[C@H:12]([C:13]([OH:15])=O)[CH2:11][S:10][CH2:9]1)=[O:7])([CH3:4])([CH3:3])[CH3:2].O.O[N:18]1C2C=CC=CC=2N=N1.O.N. Product: [C:1]([O:5][C:6]([N:8]1[C@H:12]([C:13]([NH2:18])=[O:15])[CH2:11][S:10][CH2:9]1)=[O:7])([CH3:4])([CH3:3])[CH3:2]. The catalyst class is: 59.